From a dataset of Catalyst prediction with 721,799 reactions and 888 catalyst types from USPTO. Predict which catalyst facilitates the given reaction. Reactant: [F:1][C:2]1[CH:11]=[C:10]2[C:5]([N:6]=[CH:7][C:8](=[O:30])[N:9]2[CH2:12][CH2:13][N:14]2[CH2:19][CH2:18][CH:17]([NH:20][CH2:21][C:22]#[C:23][C:24]3[CH:29]=[CH:28][CH:27]=[CH:26][CH:25]=3)[CH2:16][CH2:15]2)=[CH:4][CH:3]=1.[ClH:31].C(OCC)(=O)C. Product: [ClH:31].[F:1][C:2]1[CH:11]=[C:10]2[C:5]([N:6]=[CH:7][C:8](=[O:30])[N:9]2[CH2:12][CH2:13][N:14]2[CH2:15][CH2:16][CH:17]([NH:20][CH2:21][C:22]#[C:23][C:24]3[CH:25]=[CH:26][CH:27]=[CH:28][CH:29]=3)[CH2:18][CH2:19]2)=[CH:4][CH:3]=1. The catalyst class is: 22.